This data is from Forward reaction prediction with 1.9M reactions from USPTO patents (1976-2016). The task is: Predict the product of the given reaction. (1) Given the reactants S([O-])([O-])(=O)=O.[Na+].[Na+].[CH3:8][O:9][C:10]1[CH:19]=[C:18]2[C:13]([N:14]=[CH:15][C:16](=[O:23])[N:17]2[CH2:20][CH:21]=O)=[CH:12][CH:11]=1.[NH2:24][CH2:25][C@@H:26]1[CH2:30][N:29]([C:31]2[CH:32]=[CH:33][C:34]3[O:39][CH2:38][C:37](=[O:40])[NH:36][C:35]=3[CH:41]=2)[C:28](=[O:42])[CH2:27]1.C(O[BH-](OC(=O)C)OC(=O)C)(=O)C.[Na+].C(=O)([O-])O.[Na+], predict the reaction product. The product is: [CH3:8][O:9][C:10]1[CH:19]=[C:18]2[C:13]([N:14]=[CH:15][C:16](=[O:23])[N:17]2[CH2:20][CH2:21][NH:24][CH2:25][C@@H:26]2[CH2:30][N:29]([C:31]3[CH:32]=[CH:33][C:34]4[O:39][CH2:38][C:37](=[O:40])[NH:36][C:35]=4[CH:41]=3)[C:28](=[O:42])[CH2:27]2)=[CH:12][CH:11]=1. (2) Given the reactants [Cl:1][C:2]1[N:7]=[C:6]([C:8]2[S:12][C:11]([N:13]3[CH2:18][CH2:17][O:16][CH2:15][CH2:14]3)=[N:10][C:9]=2[C:19]2[C:20]([F:26])=[C:21]([CH:23]=[CH:24][CH:25]=2)[NH2:22])[CH:5]=[CH:4][N:3]=1.[N:27]1([S:33](Cl)(=[O:35])=[O:34])[CH2:32][CH2:31][O:30][CH2:29][CH2:28]1, predict the reaction product. The product is: [Cl:1][C:2]1[N:7]=[C:6]([C:8]2[S:12][C:11]([N:13]3[CH2:14][CH2:15][O:16][CH2:17][CH2:18]3)=[N:10][C:9]=2[C:19]2[C:20]([F:26])=[C:21]([NH:22][S:33]([N:27]3[CH2:32][CH2:31][O:30][CH2:29][CH2:28]3)(=[O:35])=[O:34])[CH:23]=[CH:24][CH:25]=2)[CH:5]=[CH:4][N:3]=1. (3) Given the reactants [CH:1]1([C:6]2[CH:7]=[C:8]([CH:12]=[CH:13][C:14]=2[O:15][CH3:16])[C:9]([OH:11])=O)[CH2:5][CH2:4][CH2:3][CH2:2]1.C(Cl)(=O)C(Cl)=O.[CH3:23][C:24]1[S:25][C:26]([CH2:30][C:31]2[CH:36]=[CH:35][CH:34]=[CH:33][CH:32]=2)=[CH:27][C:28]=1[CH3:29].[Sn](Cl)(Cl)(Cl)Cl, predict the reaction product. The product is: [CH2:30]([C:26]1[S:25][C:24]([CH3:23])=[C:28]([CH3:29])[C:27]=1[C:9]([C:8]1[CH:12]=[CH:13][C:14]([O:15][CH3:16])=[C:6]([CH:1]2[CH2:2][CH2:3][CH2:4][CH2:5]2)[CH:7]=1)=[O:11])[C:31]1[CH:32]=[CH:33][CH:34]=[CH:35][CH:36]=1. (4) The product is: [C:25]([O:28][CH2:29][C:30]1[C:31]([N:39]2[N:48]=[CH:47][C:46]3[C:41](=[C:42]([F:53])[CH:43]=[C:44]([C:49]([CH3:51])([CH3:50])[CH3:52])[CH:45]=3)[C:40]2=[O:54])=[N:32][CH:33]=[CH:34][C:35]=1[C:2]1[CH:3]=[C:4]([NH:10][C:11]2[CH:16]=[CH:15][C:14]([C:17]([N:19]3[CH2:24][CH2:23][O:22][CH2:21][CH2:20]3)=[O:18])=[CH:13][N:12]=2)[C:5](=[O:9])[N:6]([CH3:8])[N:7]=1)(=[O:27])[CH3:26]. Given the reactants Cl[C:2]1[CH:3]=[C:4]([NH:10][C:11]2[CH:16]=[CH:15][C:14]([C:17]([N:19]3[CH2:24][CH2:23][O:22][CH2:21][CH2:20]3)=[O:18])=[CH:13][N:12]=2)[C:5](=[O:9])[N:6]([CH3:8])[N:7]=1.[C:25]([O:28][CH2:29][C:30]1[C:31]([N:39]2[N:48]=[CH:47][C:46]3[C:41](=[C:42]([F:53])[CH:43]=[C:44]([C:49]([CH3:52])([CH3:51])[CH3:50])[CH:45]=3)[C:40]2=[O:54])=[N:32][CH:33]=[CH:34][C:35]=1B(O)O)(=[O:27])[CH3:26].[O-]P([O-])([O-])=O.[K+].[K+].[K+].O.O.O.C([O-])(=O)C.[Na+], predict the reaction product. (5) Given the reactants Br[C:2]1[N:9]=[CH:8][CH:7]=[C:6]([Cl:10])[C:3]=1[CH:4]=[O:5].[CH3:11][C:12]1([CH3:25])[CH2:24][C:15]2[C:16]3[CH2:21][CH2:20][NH:19][C:18](=[O:22])[C:17]=3[S:23][C:14]=2[CH2:13]1.CC1(C)C2C(=C(P(C3C=CC=CC=3)C3C=CC=CC=3)C=CC=2)OC2C(P(C3C=CC=CC=3)C3C=CC=CC=3)=CC=CC1=2.C([O-])([O-])=O.[Cs+].[Cs+], predict the reaction product. The product is: [Cl:10][C:6]1[CH:7]=[CH:8][N:9]=[C:2]([N:19]2[CH2:20][CH2:21][C:16]3[C:15]4[CH2:24][C:12]([CH3:11])([CH3:25])[CH2:13][C:14]=4[S:23][C:17]=3[C:18]2=[O:22])[C:3]=1[CH:4]=[O:5]. (6) Given the reactants [CH3:1][S:2]([C:5]1[CH:10]=[CH:9][C:8]([N:11]2[CH:20]=[C:19]3[C:13]([CH2:14][CH2:15][NH:16][CH2:17][CH2:18]3)=[N:12]2)=[CH:7][CH:6]=1)(=[O:4])=[O:3].[C:21]1(=O)[CH2:24][CH2:23][CH2:22]1.C(O[BH-](OC(=O)C)OC(=O)C)(=O)C.[Na+], predict the reaction product. The product is: [CH:21]1([N:16]2[CH2:17][CH2:18][C:19]3=[CH:20][N:11]([C:8]4[CH:9]=[CH:10][C:5]([S:2]([CH3:1])(=[O:4])=[O:3])=[CH:6][CH:7]=4)[N:12]=[C:13]3[CH2:14][CH2:15]2)[CH2:24][CH2:23][CH2:22]1. (7) Given the reactants S(OS(C(F)(F)F)(=O)=O)(C(F)(F)F)(=O)=O.C1(P(=O)(C2C=CC=CC=2)C2C=CC=CC=2)C=CC=CC=1.[NH2:36][C:37]1[CH:42]=[CH:41][CH:40]=[CH:39][C:38]=1[NH:43][C:44]([C:46]1[N:47]=[CH:48][N:49]2[C:54](=[O:55])[N:53]([CH2:56][C:57]#[CH:58])[N:52]=[N:51][C:50]=12)=O, predict the reaction product. The product is: [NH:43]1[C:38]2[CH:39]=[CH:40][CH:41]=[CH:42][C:37]=2[N:36]=[C:44]1[C:46]1[N:47]=[CH:48][N:49]2[C:54](=[O:55])[N:53]([CH2:56][C:57]#[CH:58])[N:52]=[N:51][C:50]=12. (8) Given the reactants [F:1][C:2]1[CH:7]=[CH:6][CH:5]=[CH:4][C:3]=1[OH:8].[F:9][C:10]1[CH:11]=[C:12]([N+:17]([O-:19])=[O:18])[CH:13]=[CH:14][C:15]=1F.C([O-])([O-])=O.[K+].[K+], predict the reaction product. The product is: [F:9][C:10]1[CH:11]=[C:12]([N+:17]([O-:19])=[O:18])[CH:13]=[CH:14][C:15]=1[O:8][C:3]1[CH:4]=[CH:5][CH:6]=[CH:7][C:2]=1[F:1]. (9) Given the reactants [CH2:1]([O:3][C:4]([C:6]1[C:10]([CH2:11][CH2:12][C:13](=O)[N:14]([CH3:16])[CH3:15])=[CH:9][NH:8][C:7]=1[CH3:18])=[O:5])[CH3:2].B.O1CCCC1.CO, predict the reaction product. The product is: [CH2:1]([O:3][C:4]([C:6]1[C:10]([CH2:11][CH2:12][CH2:13][N:14]([CH3:16])[CH3:15])=[CH:9][NH:8][C:7]=1[CH3:18])=[O:5])[CH3:2].